From a dataset of Full USPTO retrosynthesis dataset with 1.9M reactions from patents (1976-2016). Predict the reactants needed to synthesize the given product. (1) Given the product [Br:1][C:2]1[C:10]2[N:9]=[C:8]([C:11]3[CH:12]=[CH:13][C:14]([CH:17]([CH3:19])[CH3:18])=[CH:15][CH:16]=3)[N:7]([CH2:20][CH2:21][O:22][CH3:23])[C:6]=2[C:5]([O:24][CH3:25])=[CH:4][C:3]=1[CH2:26][O:27][S:29]([CH3:28])(=[O:31])=[O:30], predict the reactants needed to synthesize it. The reactants are: [Br:1][C:2]1[C:10]2[N:9]=[C:8]([C:11]3[CH:16]=[CH:15][C:14]([CH:17]([CH3:19])[CH3:18])=[CH:13][CH:12]=3)[N:7]([CH2:20][CH2:21][O:22][CH3:23])[C:6]=2[C:5]([O:24][CH3:25])=[CH:4][C:3]=1[CH2:26][OH:27].[CH3:28][S:29](Cl)(=[O:31])=[O:30].CCN(C(C)C)C(C)C. (2) The reactants are: [CH3:1][C:2]1([CH3:10])[O:7][C:6](=[O:8])[CH2:5][C:4](=[O:9])[O:3]1.[Br:11][C:12]1[CH:18]=[CH:17][C:15]([NH2:16])=[CH:14][C:13]=1[F:19].[C:20](#N)C.CCOCC. Given the product [Br:11][C:12]1[CH:18]=[CH:17][C:15]([NH:16][CH:20]=[C:5]2[C:6](=[O:8])[O:7][C:2]([CH3:10])([CH3:1])[O:3][C:4]2=[O:9])=[CH:14][C:13]=1[F:19], predict the reactants needed to synthesize it. (3) Given the product [C:1]([O:5][C:6]([N:8]1[CH2:15][CH2:14][CH:13]2[CH:10]([N:11]([C:22]([C:17]3[C:16]([C:25]4[CH:30]=[CH:29][CH:28]=[CH:27][CH:26]=4)=[CH:21][CH:20]=[CH:19][CH:18]=3)=[O:23])[CH2:12]2)[CH2:9]1)=[O:7])([CH3:4])([CH3:2])[CH3:3], predict the reactants needed to synthesize it. The reactants are: [C:1]([O:5][C:6]([N:8]1[CH2:15][CH2:14][CH:13]2[CH:10]([NH:11][CH2:12]2)[CH2:9]1)=[O:7])([CH3:4])([CH3:3])[CH3:2].[C:16]1([C:25]2[CH:30]=[CH:29][CH:28]=[CH:27][CH:26]=2)[C:17]([C:22](Cl)=[O:23])=[CH:18][CH:19]=[CH:20][CH:21]=1.C(N(CC)CC)C. (4) Given the product [CH3:2][C:3]1([CH3:26])[CH2:12][CH2:11][C:10]([CH3:13])([CH3:14])[C:9]2[CH:8]=[C:7]([C:15]3[N:16]=[N:17][N:18]([CH:20]4[CH2:25][CH2:24][N:23]([CH2:28][CH2:29][CH2:30][CH2:31][OH:32])[CH2:22][CH2:21]4)[CH:19]=3)[CH:6]=[CH:5][C:4]1=2, predict the reactants needed to synthesize it. The reactants are: Cl.[CH3:2][C:3]1([CH3:26])[CH2:12][CH2:11][C:10]([CH3:14])([CH3:13])[C:9]2[CH:8]=[C:7]([C:15]3[N:16]=[N:17][N:18]([CH:20]4[CH2:25][CH2:24][NH:23][CH2:22][CH2:21]4)[CH:19]=3)[CH:6]=[CH:5][C:4]1=2.Cl[CH2:28][CH2:29][CH2:30][CH2:31][O:32]C(=O)C.[OH-].[Na+]. (5) Given the product [F:20][C:14]1[C:15]([F:19])=[CH:16][C:17]([N+:27]([O-:29])=[O:28])=[CH:18][C:13]=1[C@:6]12[CH2:5][O:4][C@H:3]([CH:2]([F:1])[F:21])[C@H:11]1[CH2:10][S:9][C:8]([NH2:12])=[N:7]2, predict the reactants needed to synthesize it. The reactants are: [F:1][CH:2]([F:21])[C@@H:3]1[C@@H:11]2[C@@:6]([C:13]3[CH:18]=[CH:17][CH:16]=[C:15]([F:19])[C:14]=3[F:20])([N:7]=[C:8]([NH2:12])[S:9][CH2:10]2)[CH2:5][O:4]1.S(=O)(=O)(O)O.[N+:27]([O-])([OH:29])=[O:28].C([O-])(O)=O.[Na+]. (6) Given the product [CH3:18][O:17][C:12]1[CH:13]=[CH:14][C:15]([S:22]([Cl:21])(=[O:24])=[O:23])=[CH:16][C:11]=1[CH:8]1[CH2:9][CH2:10][N:5]([C:3](=[O:4])[C:2]([Cl:1])([Cl:19])[Cl:20])[CH2:6][CH2:7]1, predict the reactants needed to synthesize it. The reactants are: [Cl:1][C:2]([Cl:20])([Cl:19])[C:3]([N:5]1[CH2:10][CH2:9][CH:8]([C:11]2[CH:16]=[CH:15][CH:14]=[CH:13][C:12]=2[O:17][CH3:18])[CH2:7][CH2:6]1)=[O:4].[Cl:21][S:22](O)(=[O:24])=[O:23]. (7) Given the product [CH3:10][O:11][C:12]1[CH:13]=[C:14](/[C:15](=[CH:6]/[C:5]2[CH:8]=[CH:9][C:2]([F:1])=[CH:3][CH:4]=2)/[C:16]#[N:17])[CH:18]=[CH:19][C:20]=1[O:21][CH3:22], predict the reactants needed to synthesize it. The reactants are: [F:1][C:2]1[CH:9]=[CH:8][C:5]([CH:6]=O)=[CH:4][CH:3]=1.[CH3:10][O:11][C:12]1[CH:13]=[C:14]([CH:18]=[CH:19][C:20]=1[O:21][CH3:22])[CH2:15][C:16]#[N:17]. (8) Given the product [CH2:35]([O:34][C:32]([N:3]1[CH2:4][CH:5]2[C:1]([C:7]3[CH:8]=[CH:9][C:10]([N:13]4[CH2:17][C@H:16]([CH2:18][NH:19][C:20](=[O:22])[CH3:21])[O:15][C:14]4=[O:23])=[CH:11][CH:12]=3)([CH2:6]2)[CH2:2]1)=[O:33])[CH:36]=[CH2:37], predict the reactants needed to synthesize it. The reactants are: [C:1]12([C:7]3[CH:12]=[CH:11][C:10]([N:13]4[CH2:17][C@H:16]([CH2:18][NH:19][C:20](=[O:22])[CH3:21])[O:15][C:14]4=[O:23])=[CH:9][CH:8]=3)[CH2:6][CH:5]1[CH2:4][NH:3][CH2:2]2.C(N(CC)CC)C.Cl[C:32]([O:34][CH2:35][CH:36]=[CH2:37])=[O:33]. (9) Given the product [Br:11][C:12]1[CH:13]=[C:14]([NH:15][C@H:8]([C:5]2[CH:6]=[CH:7][C:2]([F:1])=[CH:3][CH:4]=2)[CH2:10][OH:9])[CH:16]=[CH:17][C:18]=1[Cl:19], predict the reactants needed to synthesize it. The reactants are: [F:1][C:2]1[CH:7]=[CH:6][C:5]([C@H:8]2[CH2:10][O:9]2)=[CH:4][CH:3]=1.[Br:11][C:12]1[CH:13]=[C:14]([CH:16]=[CH:17][C:18]=1[Cl:19])[NH2:15].O.